Dataset: Forward reaction prediction with 1.9M reactions from USPTO patents (1976-2016). Task: Predict the product of the given reaction. (1) Given the reactants [NH:1]1[CH2:6][CH2:5][CH:4]([CH2:7][CH2:8][C:9]([C:11]2[CH:12]=[C:13]3[C:18]4=[C:19]([CH2:21][CH2:22][N:17]4[C:16](=[O:23])[CH2:15][CH2:14]3)[CH:20]=2)=[O:10])[CH2:3][CH2:2]1.[Cl:24][CH:25]1[C:34]2[C:29](=[CH:30][CH:31]=[CH:32][CH:33]=2)[CH2:28][CH2:27][CH2:26]1, predict the reaction product. The product is: [ClH:24].[CH:33]1([N:1]2[CH2:2][CH2:3][CH:4]([CH2:7][CH2:8][C:9]([C:11]3[CH:12]=[C:13]4[C:18]5=[C:19]([CH2:21][CH2:22][N:17]5[C:16](=[O:23])[CH2:15][CH2:14]4)[CH:20]=3)=[O:10])[CH2:5][CH2:6]2)[C:34]2[C:29](=[CH:28][CH:27]=[CH:26][CH:25]=2)[CH2:30][CH2:31][CH2:32]1. (2) Given the reactants CN[C@@H]1CCCC[C@H]1NC.CN[C@@H]1CCCC[C@H]1NC.I[C:22]1[C:23](=[O:48])[NH:24][C:25](=[O:47])[N:26]([CH2:28][CH2:29][CH2:30][N:31]2[CH2:36][C@H:35]3[C@:33]([C:37]4[CH:42]=[CH:41][C:40]([C:43]([F:46])([F:45])[F:44])=[CH:39][CH:38]=4)([CH2:34]3)[CH2:32]2)[CH:27]=1.C([O-])([O-])=O.[K+].[K+].[CH3:55][C:56]1[CH:60]=[CH:59][NH:58][N:57]=1.[N-]=C=O, predict the reaction product. The product is: [CH3:55][C:56]1[CH:60]=[CH:59][N:58]([C:22]2[C:23](=[O:48])[NH:24][C:25](=[O:47])[N:26]([CH2:28][CH2:29][CH2:30][N:31]3[CH2:36][C@H:35]4[C@:33]([C:37]5[CH:42]=[CH:41][C:40]([C:43]([F:46])([F:45])[F:44])=[CH:39][CH:38]=5)([CH2:34]4)[CH2:32]3)[CH:27]=2)[N:57]=1. (3) Given the reactants [CH2:1]([CH:3]1[CH:6]([CH2:7][CH3:8])[NH:5][C:4]1=[O:9])[CH3:2].C[Si]([N-][Si](C)(C)C)(C)C.[Li+].Br[CH2:21][C:22]#[N:23].C(O)(=O)CC(CC(O)=O)(C(O)=O)O, predict the reaction product. The product is: [CH2:7]([CH:6]1[CH:3]([CH2:1][CH3:2])[C:4](=[O:9])[N:5]1[CH2:21][C:22]#[N:23])[CH3:8]. (4) Given the reactants [F:1][C:2]1[CH:21]=[C:20]([N+:22]([O-:24])=[O:23])[CH:19]=[CH:18][C:3]=1[CH2:4][N:5]1[C:9]([C:10]([F:13])([F:12])[F:11])=[N:8][C:7]([C:14]([F:17])([F:16])[F:15])=[N:6]1.[CH3:25][Mg]Cl.ClC1C(=O)C(C#N)=C(C#N)C(=O)C=1Cl, predict the reaction product. The product is: [F:1][C:2]1[C:21]([CH3:25])=[C:20]([N+:22]([O-:24])=[O:23])[CH:19]=[CH:18][C:3]=1[CH2:4][N:5]1[C:9]([C:10]([F:13])([F:12])[F:11])=[N:8][C:7]([C:14]([F:15])([F:16])[F:17])=[N:6]1. (5) Given the reactants Cl.[NH2:2][C@@H:3]([C@H:8]([CH3:13])[C@H:9]([CH3:12])[CH2:10][CH3:11])[CH2:4][C:5]([OH:7])=[O:6].C(N(CC)CC)C, predict the reaction product. The product is: [NH2:2][C@@H:3]([C@H:8]([CH3:13])[C@H:9]([CH3:12])[CH2:10][CH3:11])[CH2:4][C:5]([OH:7])=[O:6]. (6) The product is: [C:26]([O:1][C:2]1[CH:3]=[C:4]([C:8]#[C:9][C:10]2[N:18]([CH3:19])[C:17]3[C:16](=[O:20])[N:15]([CH2:21][C:22]#[CH:23])[C:14](=[O:24])[N:13]([CH3:25])[C:12]=3[N:11]=2)[CH:5]=[CH:6][CH:7]=1)(=[O:28])[CH3:27]. Given the reactants [OH:1][C:2]1[CH:3]=[C:4]([C:8]#[C:9][C:10]2[N:18]([CH3:19])[C:17]3[C:16](=[O:20])[N:15]([CH2:21][C:22]#[CH:23])[C:14](=[O:24])[N:13]([CH3:25])[C:12]=3[N:11]=2)[CH:5]=[CH:6][CH:7]=1.[C:26](OC(=O)C)(=[O:28])[CH3:27], predict the reaction product.